From a dataset of Forward reaction prediction with 1.9M reactions from USPTO patents (1976-2016). Predict the product of the given reaction. (1) Given the reactants [CH2:1]([N:8]1[CH2:13][CH2:12][O:11][CH2:10][C@H:9]1[CH2:14]O)[C:2]1[CH:7]=[CH:6][CH:5]=[CH:4][CH:3]=1.S(Cl)([Cl:18])=O, predict the reaction product. The product is: [CH2:1]([N:8]1[CH2:13][CH2:12][O:11][CH2:10][C@H:9]1[CH2:14][Cl:18])[C:2]1[CH:7]=[CH:6][CH:5]=[CH:4][CH:3]=1. (2) Given the reactants C([O:3][C:4]1[CH:5]=[C:6]2[C:11](=[CH:12][C:13]=1[O:14][CH2:15][CH3:16])[N:10]=[CH:9][NH:8][C:7]2=[O:17])C.CS(O)(=O)=O.N[C@H](C(O)=O)CCSC.[OH-].[Na+], predict the reaction product. The product is: [CH2:15]([O:14][C:13]1[CH:12]=[C:11]2[C:6]([C:7](=[O:17])[NH:8][CH:9]=[N:10]2)=[CH:5][C:4]=1[OH:3])[CH3:16]. (3) Given the reactants [F:1][C:2]1[CH:3]=[C:4]([CH:26]=[CH:27][C:28]=1[CH3:29])[CH2:5][N:6]1[CH2:10][CH2:9][CH:8]([N:11]2[CH2:16][CH2:15][C@@H:14]([C:17]3[CH:22]=[CH:21][C:20]([OH:23])=[CH:19][CH:18]=3)[C@H:13](O)[CH2:12]2)[C:7]1=[O:25].CCN(S(F)(F)[F:36])CC, predict the reaction product. The product is: [F:36][C@H:13]1[C@H:14]([C:17]2[CH:22]=[CH:21][C:20]([OH:23])=[CH:19][CH:18]=2)[CH2:15][CH2:16][N:11]([CH:8]2[CH2:9][CH2:10][N:6]([CH2:5][C:4]3[CH:26]=[CH:27][C:28]([CH3:29])=[C:2]([F:1])[CH:3]=3)[C:7]2=[O:25])[CH2:12]1. (4) Given the reactants [C:1]([C:3]1[C:8]([C:9]2[N:13]([S:14]([C:17]3[CH:22]=[CH:21][CH:20]=[CH:19][CH:18]=3)(=[O:16])=[O:15])[CH:12]=[C:11]([CH2:23][N:24](C)[C:25](=O)OC(C)(C)C)[CH:10]=2)=[CH:7][CH:6]=[CH:5][N:4]=1)#[N:2].C(OCC)(=O)C.[ClH:39], predict the reaction product. The product is: [ClH:39].[CH3:25][NH:24][CH2:23][C:11]1[CH:10]=[C:9]([C:8]2[C:3]([C:1]#[N:2])=[N:4][CH:5]=[CH:6][CH:7]=2)[N:13]([S:14]([C:17]2[CH:18]=[CH:19][CH:20]=[CH:21][CH:22]=2)(=[O:16])=[O:15])[CH:12]=1. (5) Given the reactants C([O:3][C:4](=[O:39])[CH2:5][C:6]1[CH:7]=[C:8]([C:14]2[CH:19]=[CH:18][C:17]([C:20]([F:23])([F:22])[F:21])=[CH:16][C:15]=2[CH2:24][N:25]([CH2:37][CH3:38])[C:26](=[N:34][C:35]#[N:36])[O:27]C2C=CC=CC=2)[C:9]([O:12][CH3:13])=[CH:10][CH:11]=1)C.O.[OH-].[Li+], predict the reaction product. The product is: [C:35]([NH:34][C:26](=[O:27])[N:25]([CH2:24][C:15]1[CH:16]=[C:17]([C:20]([F:21])([F:23])[F:22])[CH:18]=[CH:19][C:14]=1[C:8]1[C:9]([O:12][CH3:13])=[CH:10][CH:11]=[C:6]([CH2:5][C:4]([OH:39])=[O:3])[CH:7]=1)[CH2:37][CH3:38])#[N:36]. (6) Given the reactants C(N(C(C)C)CC)(C)C.[NH2:10][C:11]1[C:19]([CH3:20])=[CH:18][CH:17]=[CH:16][C:12]=1[C:13]([OH:15])=[O:14].[C:21]1([C:31](Cl)=O)[C:30]2[C:25](=[CH:26][CH:27]=[CH:28][CH:29]=2)[CH:24]=[CH:23][CH:22]=1.CN(C(ON1N=NC2C=CC=NC1=2)=[N+](C)C)C.F[P-](F)(F)(F)(F)F, predict the reaction product. The product is: [CH3:20][C:19]1[C:11]2[N:10]=[C:31]([C:21]3[C:30]4[C:25](=[CH:26][CH:27]=[CH:28][CH:29]=4)[CH:24]=[CH:23][CH:22]=3)[O:14][C:13](=[O:15])[C:12]=2[CH:16]=[CH:17][CH:18]=1.